From a dataset of Full USPTO retrosynthesis dataset with 1.9M reactions from patents (1976-2016). Predict the reactants needed to synthesize the given product. The reactants are: [N+:1]([C:4]1[CH:11]=[CH:10][C:7]([CH2:8]Br)=[CH:6][CH:5]=1)([O-:3])=[O:2].[P:12]([O:19]CC)([O:16][CH2:17][CH3:18])[O:13][CH2:14][CH3:15]. Given the product [CH2:14]([O:13][P:12]([CH2:8][C:7]1[CH:10]=[CH:11][C:4]([N+:1]([O-:3])=[O:2])=[CH:5][CH:6]=1)(=[O:19])[O:16][CH2:17][CH3:18])[CH3:15], predict the reactants needed to synthesize it.